Dataset: NCI-60 drug combinations with 297,098 pairs across 59 cell lines. Task: Regression. Given two drug SMILES strings and cell line genomic features, predict the synergy score measuring deviation from expected non-interaction effect. (1) Drug 1: C1=NC2=C(N=C(N=C2N1C3C(C(C(O3)CO)O)O)F)N. Drug 2: CC1=C(C=C(C=C1)NC(=O)C2=CC=C(C=C2)CN3CCN(CC3)C)NC4=NC=CC(=N4)C5=CN=CC=C5. Cell line: UACC62. Synergy scores: CSS=1.90, Synergy_ZIP=-0.931, Synergy_Bliss=0.236, Synergy_Loewe=0.0489, Synergy_HSA=0.692. (2) Drug 2: C1=NC2=C(N1)C(=S)N=C(N2)N. Cell line: SF-539. Drug 1: C1CCC(C1)C(CC#N)N2C=C(C=N2)C3=C4C=CNC4=NC=N3. Synergy scores: CSS=30.1, Synergy_ZIP=0.112, Synergy_Bliss=-0.0163, Synergy_Loewe=-2.84, Synergy_HSA=1.89. (3) Drug 1: COC1=CC(=CC(=C1O)OC)C2C3C(COC3=O)C(C4=CC5=C(C=C24)OCO5)OC6C(C(C7C(O6)COC(O7)C8=CC=CS8)O)O. Drug 2: C1=NNC2=C1C(=O)NC=N2. Cell line: ACHN. Synergy scores: CSS=61.1, Synergy_ZIP=-4.16, Synergy_Bliss=-3.61, Synergy_Loewe=-8.14, Synergy_HSA=-0.0475. (4) Cell line: TK-10. Synergy scores: CSS=35.5, Synergy_ZIP=-9.50, Synergy_Bliss=-1.82, Synergy_Loewe=-12.5, Synergy_HSA=1.45. Drug 1: CC(CN1CC(=O)NC(=O)C1)N2CC(=O)NC(=O)C2. Drug 2: COCCOC1=C(C=C2C(=C1)C(=NC=N2)NC3=CC=CC(=C3)C#C)OCCOC.Cl. (5) Drug 1: CS(=O)(=O)CCNCC1=CC=C(O1)C2=CC3=C(C=C2)N=CN=C3NC4=CC(=C(C=C4)OCC5=CC(=CC=C5)F)Cl. Drug 2: CCCCC(=O)OCC(=O)C1(CC(C2=C(C1)C(=C3C(=C2O)C(=O)C4=C(C3=O)C=CC=C4OC)O)OC5CC(C(C(O5)C)O)NC(=O)C(F)(F)F)O. Cell line: EKVX. Synergy scores: CSS=31.2, Synergy_ZIP=4.47, Synergy_Bliss=7.17, Synergy_Loewe=3.51, Synergy_HSA=5.06.